From a dataset of Catalyst prediction with 721,799 reactions and 888 catalyst types from USPTO. Predict which catalyst facilitates the given reaction. (1) Reactant: [C:1]([NH:6][NH:7][C:8]([C:10]1[N:15]2[N:16]=[C:17]([NH2:19])[N:18]=[C:14]2[CH:13]=[C:12]([Br:20])[CH:11]=1)=[O:9])(=O)[CH:2]([CH3:4])[CH3:3]. Product: [Br:20][C:12]1[CH:11]=[C:10]([C:8]2[O:9][C:1]([CH:2]([CH3:4])[CH3:3])=[N:6][N:7]=2)[N:15]2[N:16]=[C:17]([NH2:19])[N:18]=[C:14]2[CH:13]=1. The catalyst class is: 265. (2) Reactant: [BH4-].[Na+].[CH2:3]([O:5][C:6](=[O:27])[CH2:7][C@H:8]1[CH2:13][CH2:12][C@H:11]([CH2:14][NH:15][CH2:16][CH2:17][C:18]2[C:23]([CH:24]=[O:25])=[CH:22][C:21]([Br:26])=[CH:20][N:19]=2)[CH2:10][CH2:9]1)[CH3:4].[Cl-].[NH4+]. Product: [CH2:3]([O:5][C:6](=[O:27])[CH2:7][C@H:8]1[CH2:13][CH2:12][C@H:11]([CH2:14][NH:15][CH2:16][CH2:17][C:18]2[C:23]([CH2:24][OH:25])=[CH:22][C:21]([Br:26])=[CH:20][N:19]=2)[CH2:10][CH2:9]1)[CH3:4]. The catalyst class is: 14.